From a dataset of Full USPTO retrosynthesis dataset with 1.9M reactions from patents (1976-2016). Predict the reactants needed to synthesize the given product. (1) Given the product [Cl-:39].[OH:37][C:24]1[C:25]([C:33]([CH3:36])([CH3:35])[CH3:34])=[CH:26][C:27]([C:29]([CH3:32])([CH3:31])[CH3:30])=[CH:28][C:23]=1[N+:22]1[C:17]2[CH:18]=[CH:19][CH:20]=[CH:21][C:16]=2[N:15]([C:7]2[CH:8]=[C:9]([C:11]([CH3:14])([CH3:13])[CH3:12])[CH:10]=[C:5]([C:1]([CH3:2])([CH3:3])[CH3:4])[C:6]=2[OH:38])[CH:40]=1, predict the reactants needed to synthesize it. The reactants are: [C:1]([C:5]1[C:6]([OH:38])=[C:7]([NH:15][C:16]2[CH:21]=[CH:20][CH:19]=[CH:18][C:17]=2[NH:22][C:23]2[CH:28]=[C:27]([C:29]([CH3:32])([CH3:31])[CH3:30])[CH:26]=[C:25]([C:33]([CH3:36])([CH3:35])[CH3:34])[C:24]=2[OH:37])[CH:8]=[C:9]([C:11]([CH3:14])([CH3:13])[CH3:12])[CH:10]=1)([CH3:4])([CH3:3])[CH3:2].[ClH:39].[CH3:40]O. (2) Given the product [NH2:10][CH2:9][CH:8]([C:13]1[C:21]2[C:16](=[CH:17][C:18]([NH:22][C:23](=[O:32])[O:24][CH2:25][C:26]3[CH:27]=[CH:28][CH:29]=[CH:30][CH:31]=3)=[CH:19][CH:20]=2)[NH:15][CH:14]=1)[C:3]1[CH:4]=[CH:5][CH:6]=[CH:7][C:2]=1[F:1], predict the reactants needed to synthesize it. The reactants are: [F:1][C:2]1[CH:7]=[CH:6][CH:5]=[CH:4][C:3]=1[CH:8]([C:13]1[C:21]2[C:16](=[CH:17][C:18]([NH:22][C:23](=[O:32])[O:24][CH2:25][C:26]3[CH:31]=[CH:30][CH:29]=[CH:28][CH:27]=3)=[CH:19][CH:20]=2)[NH:15][CH:14]=1)[CH2:9][N+:10]([O-])=O.[Cl-].[NH4+]. (3) The reactants are: Br.Br.[CH3:3][C:4]([CH3:13])([CH3:12])[CH2:5][N:6]1[CH2:11][CH2:10][NH:9][CH2:8][CH2:7]1.Br[CH2:15][C:16]1[CH:21]=[CH:20][C:19]([NH:22][C:23](=[O:28])[C:24]([F:27])([F:26])[F:25])=[CH:18][C:17]=1[C:29]([F:32])([F:31])[F:30].C(N(CC)CC)C. Given the product [CH3:3][C:4]([CH3:13])([CH3:12])[CH2:5][N:6]1[CH2:11][CH2:10][N:9]([CH2:15][C:16]2[CH:21]=[CH:20][C:19]([NH:22][C:23](=[O:28])[C:24]([F:27])([F:26])[F:25])=[CH:18][C:17]=2[C:29]([F:30])([F:31])[F:32])[CH2:8][CH2:7]1, predict the reactants needed to synthesize it. (4) Given the product [CH2:1]([N:8]1[C:16]2=[N:15][C:14]([C:17]3[CH:18]=[CH:19][C:20]([O:25][CH3:26])=[C:21]([CH2:22][OH:23])[CH:24]=3)=[CH:13][N:12]=[C:11]2[NH:10][C:9]1=[O:27])[C:2]1[CH:7]=[CH:6][CH:5]=[CH:4][CH:3]=1, predict the reactants needed to synthesize it. The reactants are: [CH2:1]([N:8]1[C:16]2[C:11](=[N:12][CH:13]=[C:14]([C:17]3[CH:18]=[CH:19][C:20]([O:25][CH3:26])=[C:21]([CH:24]=3)[CH:22]=[O:23])[N:15]=2)[NH:10][C:9]1=[O:27])[C:2]1[CH:7]=[CH:6][CH:5]=[CH:4][CH:3]=1.[BH4-].[Na+]. (5) The reactants are: Br[CH2:2][C:3](=O)[C:4]([CH3:7])([CH3:6])[CH3:5].[NH2:9][NH:10][C:11]([NH2:13])=[S:12]. Given the product [C:4]([C:3]1[N:13]=[C:11]([NH:10][NH2:9])[S:12][CH:2]=1)([CH3:7])([CH3:6])[CH3:5], predict the reactants needed to synthesize it. (6) Given the product [NH2:1][C:2]1[CH:3]=[C:4]([CH:17]=[CH:18][C:19]=1[Cl:20])[C:5]([NH:29][C@H:27]([C:21]1[CH:26]=[CH:25][CH:24]=[CH:23][CH:22]=1)[CH3:28])=[O:7], predict the reactants needed to synthesize it. The reactants are: [NH2:1][C:2]1[CH:3]=[C:4]([CH:17]=[CH:18][C:19]=1[Cl:20])[C:5]([O:7]N1C2C=CC=CC=2N=N1)=O.[C:21]1([C@@H:27]([NH2:29])[CH3:28])[CH:26]=[CH:25][CH:24]=[CH:23][CH:22]=1.C(N(C(C)C)C(C)C)C.CN(C)C=O. (7) Given the product [S:13]([N:10]1[CH:11]=[CH:12][C:8]([N:4]2[CH:5]=[CH:6][CH:7]=[C:3]2[C:2]([C:37]2[CH:42]=[CH:41][C:40]([C:43]([F:44])([F:45])[F:46])=[CH:39][C:38]=2[O:47][CH3:48])=[O:1])=[C:9]1[C:23]([C:25]1[CH:30]=[CH:29][C:28]([C:31]([F:34])([F:32])[F:33])=[CH:27][C:26]=1[O:35][CH3:36])=[O:24])([C:16]1[CH:17]=[CH:18][C:19]([CH3:20])=[CH:21][CH:22]=1)(=[O:14])=[O:15], predict the reactants needed to synthesize it. The reactants are: [OH:1][CH:2]([C:37]1[CH:42]=[CH:41][C:40]([C:43]([F:46])([F:45])[F:44])=[CH:39][C:38]=1[O:47][CH3:48])[C:3]1[N:4]([C:8]2[CH:12]=[CH:11][N:10]([S:13]([C:16]3[CH:22]=[CH:21][C:19]([CH3:20])=[CH:18][CH:17]=3)(=[O:15])=[O:14])[C:9]=2[C:23]([C:25]2[CH:30]=[CH:29][C:28]([C:31]([F:34])([F:33])[F:32])=[CH:27][C:26]=2[O:35][CH3:36])=[O:24])[CH:5]=[CH:6][CH:7]=1. (8) Given the product [CH2:1]([O:5][C:6]1[C:15]2[C:10](=[CH:11][CH:12]=[C:13]([NH:52][C:55](=[O:40])[O:75][CH2:74][CH:68]3[C:67]4[CH:66]=[CH:65][CH:64]=[CH:63][C:62]=4[C:61]4[C:69]3=[CH:57][CH:58]=[CH:59][CH:60]=4)[CH:14]=2)[C:9](=[O:19])[N:8]([CH2:20][CH:21]([CH3:22])[CH3:23])[C:7]=1[CH2:24][NH:25][C:26]([O:28][C:29]([CH3:30])([CH3:31])[CH3:32])=[O:27])[CH2:2][CH2:3][CH3:4], predict the reactants needed to synthesize it. The reactants are: [CH2:1]([O:5][C:6]1[C:15]2[C:10](=[CH:11][CH:12]=[C:13](C(O)=O)[CH:14]=2)[C:9](=[O:19])[N:8]([CH2:20][CH:21]([CH3:23])[CH3:22])[C:7]=1[CH2:24][NH:25][C:26]([O:28][C:29]([CH3:32])([CH3:31])[CH3:30])=[O:27])[CH2:2][CH2:3][CH3:4].C1(P(N=[N+]=[N-])(C2C=CC=CC=2)=[O:40])C=CC=CC=1.C([N:52]([CH2:55]C)CC)C.[C:57]1(CO)[C:69]2[CH2:68][C:67]3[C:62](=[CH:63][CH:64]=[CH:65][CH:66]=3)[C:61]=2[CH:60]=[CH:59][CH:58]=1.CN(C)[CH:74]=[O:75]. (9) The reactants are: S(Cl)([Cl:3])=O.[CH3:5][O:6][C:7]1[CH:15]=[C:14]([O:16][CH3:17])[CH:13]=[CH:12][C:8]=1[C:9](O)=[O:10]. Given the product [CH3:5][O:6][C:7]1[CH:15]=[C:14]([O:16][CH3:17])[CH:13]=[CH:12][C:8]=1[C:9]([Cl:3])=[O:10], predict the reactants needed to synthesize it.